This data is from Forward reaction prediction with 1.9M reactions from USPTO patents (1976-2016). The task is: Predict the product of the given reaction. (1) Given the reactants [CH2:1]([N:5]1[C:14]2[C:9](=[CH:10][CH:11]=[C:12]([C:15]([OH:17])=O)[CH:13]=2)[N:8]([S:18]([CH3:21])(=[O:20])=[O:19])[CH2:7][CH2:6]1)[CH2:2][CH2:3][CH3:4].CN(C(ON1N=NC2C=CC=NC1=2)=[N+](C)C)C.F[P-](F)(F)(F)(F)F.C1C=CC2N(O)N=NC=2C=1.C(N(C(C)C)CC)(C)C.[NH2:65][C@@H:66]([CH2:80][C:81]1[CH:86]=[C:85]([F:87])[CH:84]=[C:83]([F:88])[CH:82]=1)[C@H:67]([OH:79])[CH2:68][NH:69][CH2:70][C:71]1[CH:76]=[CH:75][CH:74]=[C:73]([CH2:77][CH3:78])[CH:72]=1.Cl, predict the reaction product. The product is: [CH2:1]([N:5]1[C:14]2[C:9](=[CH:10][CH:11]=[C:12]([C:15]([NH:65][C@@H:66]([CH2:80][C:81]3[CH:82]=[C:83]([F:88])[CH:84]=[C:85]([F:87])[CH:86]=3)[C@H:67]([OH:79])[CH2:68][NH:69][CH2:70][C:71]3[CH:76]=[CH:75][CH:74]=[C:73]([CH2:77][CH3:78])[CH:72]=3)=[O:17])[CH:13]=2)[N:8]([S:18]([CH3:21])(=[O:20])=[O:19])[CH2:7][CH2:6]1)[CH2:2][CH2:3][CH3:4]. (2) Given the reactants C(OC([N:8]1[CH2:13][CH2:12][N:11]([C:14]2[CH:19]=[CH:18][C:17]([NH:20][C:21]([C:23]3[CH:28]=[C:27]([N+:29]([O-:31])=[O:30])[CH:26]=[CH:25][C:24]=3[Cl:32])=[O:22])=[CH:16][CH:15]=2)[CH2:10][CH2:9]1)=O)(C)(C)C, predict the reaction product. The product is: [N:11]1([C:14]2[CH:19]=[CH:18][C:17]([NH:20][C:21]([C:23]3[CH:28]=[C:27]([N+:29]([O-:31])=[O:30])[CH:26]=[CH:25][C:24]=3[Cl:32])=[O:22])=[CH:16][CH:15]=2)[CH2:12][CH2:13][NH:8][CH2:9][CH2:10]1. (3) Given the reactants Br[C:2]1[CH:7]=[CH:6][C:5]([C:8]([N:10]2[CH2:15][CH2:14][N:13]([C:16]3[C:21]([CH2:22][CH3:23])=[CH:20][C:19]([CH3:24])=[CH:18][N:17]=3)[CH2:12][CH2:11]2)=[O:9])=[C:4]([F:25])[CH:3]=1.[CH3:26][C:27]1([CH3:33])[O:31][C:30](=[O:32])[NH:29][CH2:28]1, predict the reaction product. The product is: [CH2:22]([C:21]1[C:16]([N:13]2[CH2:14][CH2:15][N:10]([C:8]([C:5]3[CH:6]=[CH:7][C:2]([N:29]4[CH2:28][C:27]([CH3:33])([CH3:26])[O:31][C:30]4=[O:32])=[CH:3][C:4]=3[F:25])=[O:9])[CH2:11][CH2:12]2)=[N:17][CH:18]=[C:19]([CH3:24])[CH:20]=1)[CH3:23]. (4) Given the reactants C([O:3][C:4](=[O:37])[CH:5]([O:35][CH3:36])[CH2:6][C:7]1[C:16]2[C:11](=[CH:12][CH:13]=[CH:14][CH:15]=2)[C:10]([O:17][CH2:18][CH2:19][CH2:20][C:21]2[N:22]=[C:23]([C:27]3[CH:32]=[CH:31][C:30]([O:33][CH3:34])=[CH:29][CH:28]=3)[O:24][C:25]=2[CH3:26])=[CH:9][CH:8]=1)C.[OH-].[Na+], predict the reaction product. The product is: [CH3:36][O:35][CH:5]([CH2:6][C:7]1[C:16]2[C:11](=[CH:12][CH:13]=[CH:14][CH:15]=2)[C:10]([O:17][CH2:18][CH2:19][CH2:20][C:21]2[N:22]=[C:23]([C:27]3[CH:32]=[CH:31][C:30]([O:33][CH3:34])=[CH:29][CH:28]=3)[O:24][C:25]=2[CH3:26])=[CH:9][CH:8]=1)[C:4]([OH:37])=[O:3]. (5) Given the reactants Cl[C:2]1[C:3]2[C:4](=[CH:20][N:21](CC3C=CC(OC)=CC=3)[N:22]=2)[N:5]=[C:6]([C:8]2[CH:13]=[CH:12][CH:11]=[C:10]([C:14]3[CH:15]=[N:16][CH:17]=[CH:18][CH:19]=3)[CH:9]=2)[N:7]=1.[O:32]1[CH2:37][CH2:36][NH:35][C:34]2[CH:38]=[C:39]([NH2:42])[CH:40]=[CH:41][C:33]1=2.Cl, predict the reaction product. The product is: [N:16]1[CH:17]=[CH:18][CH:19]=[C:14]([C:10]2[CH:9]=[C:8]([C:6]3[N:7]=[C:2]([NH:42][C:39]4[CH:40]=[CH:41][C:33]5[O:32][CH2:37][CH2:36][NH:35][C:34]=5[CH:38]=4)[C:3]4[NH:22][N:21]=[CH:20][C:4]=4[N:5]=3)[CH:13]=[CH:12][CH:11]=2)[CH:15]=1.